Dataset: Catalyst prediction with 721,799 reactions and 888 catalyst types from USPTO. Task: Predict which catalyst facilitates the given reaction. (1) Reactant: [C:1]([O:5][C:6]([N:8]1[CH2:12][C@@:11]([C:14]([CH3:22])([CH3:21])[O:15][SiH2:16][C:17]([CH3:20])([CH3:19])[CH3:18])(O)[CH2:10][C@H:9]1[C:23](=[O:34])[NH:24][CH2:25][C:26]1[CH:31]=[CH:30][CH:29]=[C:28]([Cl:32])[C:27]=1[F:33])=[O:7])([CH3:4])([CH3:3])[CH3:2].CCN(S(F)(F)[F:41])CC.C([O-])(O)=O.[Na+]. Product: [C:1]([O:5][C:6]([N:8]1[CH2:12][C@:11]([C:14]([CH3:22])([CH3:21])[O:15][SiH2:16][C:17]([CH3:20])([CH3:19])[CH3:18])([F:41])[CH2:10][C@H:9]1[C:23](=[O:34])[NH:24][CH2:25][C:26]1[CH:31]=[CH:30][CH:29]=[C:28]([Cl:32])[C:27]=1[F:33])=[O:7])([CH3:4])([CH3:3])[CH3:2]. The catalyst class is: 2. (2) Reactant: [Cl:1][C:2]1[N:3](/[N:13]=C/C2C=CC(Cl)=CC=2)[CH:4]=[C:5]([C:7]2[CH:8]=[N:9][CH:10]=[CH:11][CH:12]=2)[N:6]=1.O.NN. Product: [Cl:1][C:2]1[N:3]([NH2:13])[CH:4]=[C:5]([C:7]2[CH:8]=[N:9][CH:10]=[CH:11][CH:12]=2)[N:6]=1. The catalyst class is: 141. (3) Reactant: [O:1]1[C:5]2[C:6](=[O:10])[NH:7][CH:8]=[CH:9][C:4]=2[CH:3]=[CH:2]1.C1C(=O)N([Br:18])C(=O)C1.O. Product: [Br:18][C:9]1[C:4]2[CH:3]=[CH:2][O:1][C:5]=2[C:6](=[O:10])[NH:7][CH:8]=1. The catalyst class is: 3. (4) Reactant: [N:1]12[CH2:8][CH2:7][CH:4]([CH2:5][CH2:6]1)[C@@H:3]([NH:9][C:10]([C:12]1[O:13][C:14](Br)=[CH:15][CH:16]=1)=[O:11])[CH2:2]2.[N+:18]([C:21]1[CH:22]=[C:23](B(O)O)[CH:24]=[CH:25][CH:26]=1)([O-:20])=[O:19].C(=O)([O-])[O-].[Na+].[Na+]. Product: [N:1]12[CH2:8][CH2:7][CH:4]([CH2:5][CH2:6]1)[C@@H:3]([NH:9][C:10]([C:12]1[O:13][C:14]([C:25]3[CH:24]=[CH:23][CH:22]=[C:21]([N+:18]([O-:20])=[O:19])[CH:26]=3)=[CH:15][CH:16]=1)=[O:11])[CH2:2]2. The catalyst class is: 108. (5) Product: [C:18]([C:17]1[CH:16]=[N:15][CH:14]=[CH:13][C:12]=1[CH2:11][C:20]([O:21][CH3:22])=[O:23])#[N:19]. The catalyst class is: 134. Reactant: [Li+].C[Si]([N-][Si](C)(C)C)(C)C.[CH3:11][C:12]1[C:17]([C:18]#[N:19])=[CH:16][N:15]=[CH:14][CH:13]=1.[C:20](=O)([O:23]C)[O:21][CH3:22].C(OCC)(=O)C.